Task: Binary Classification. Given a miRNA mature sequence and a target amino acid sequence, predict their likelihood of interaction.. Dataset: Experimentally validated miRNA-target interactions with 360,000+ pairs, plus equal number of negative samples (1) The protein sequence of the target gene is MADQRMDISSTISDFMSPGPTDLLSSSLGTSGVDCNRKRKGSSTDYQESMDTDKDDPHGRLEYTEHQGRIKNAREAHSQIEKRRRDKMNSFIDELASLVPTCNAMSRKLDKLTVLRMAVQHMKTLRGATNPYTEANYKPTFLSDDELKHLILRAADGFLFVVGCDRGKILFVSESVFKILNYSQNDLIGQSLFDYLHPKDIAKVKEQLSSSDTAPRERLIDAKTGLPVKTDITPGPSRLCSGARRSFFCRMKCNRPSVKVEDKDFPSTCSKKKADRKSFCTIHSTGYLKSWPPTKMGLDE.... Result: 1 (interaction). The miRNA is hsa-miR-27a-3p with sequence UUCACAGUGGCUAAGUUCCGC. (2) Result: 1 (interaction). The protein sequence of the target gene is MTAAATATVLKEGVLEKRSGGLLQLWKRKRCVLTERGLQLFEAKGTGGRPKELSFARIKAVECVESTGRHIYFTLVTEGGGEIDFRCPLEDPGWNAQITLGLVKFKNQQAIQTVRARQSLGTGTLVS. The miRNA is hsa-miR-5693 with sequence GCAGUGGCUCUGAAAUGAACUC. (3) The miRNA is hsa-miR-1973 with sequence ACCGUGCAAAGGUAGCAUA. The protein sequence of the target gene is MTSLFAQEIRLSKRHEEIVSQRLMLLQQMENKLGDQHTEKASQLQTVETAFKRNLSLLKDIEAAEKSLQTRIHPLPRPEVVSLETRYWASVEEYIPKWEQFLLGRAPYPFAVENQNEAENTIQNEAQR. Result: 0 (no interaction). (4) The miRNA is hsa-miR-4438 with sequence CACAGGCUUAGAAAAGACAGU. The protein sequence of the target gene is MQGARAPRDQGRSPGRMSALGRSSVILLTYVLAATELTCLFMQFSIVPYLSRKLGLDSIAFGYLQTTFGVLQLLGGPVFGRFADQRGARAALTLSFLAALALYLLLAAASSPALPGVYLLFASRLPGALMHTLPAAQMVITDLSAPEERPAALGRLGLCFGVGVILGSLLGGTLVSAYGIQCPAILAALATLLGAVLSFTCIPASTKGAKTDAQAPLPGGPRASVFDLKAIASLLRLPDVPRIFLVKVASNCPTGLFMVMFSIISMDFFQLEAAQAGYLMSFFGLLQMVTQGLVIGQLSS.... Result: 0 (no interaction). (5) The miRNA is mmu-miR-1193-5p with sequence UGGUAGACCGGUGACGUACA. The protein sequence of the target gene is MAQKKYLQAKLTQFLREDRIQLWKPPYTDENKKVGLALKDLAKQYSDRLECCENEVEKVIEEIRCKAIERGTGNDNYRTTGIATIEVFLPPRLKKDRKNLLETRLHITGRELRSKIAETFGLQENYIKIVINKKQLQLGKTLEEQGVAHNVKAMVLELKQSEEDARKNFQLEEEEQNEAKLKEKQIQRTKRGLEILAKRAAETVVDPEMTPYLDIANQTGRSIRIPPSERKALMLAMGYHEKGRAFLKRKEYGIALPCLLDADKYFCECCRELLDTVDNYAVLQLDIVWCYFRLEQLECL.... Result: 0 (no interaction). (6) The miRNA is hsa-miR-5707 with sequence ACGUUUGAAUGCUGUACAAGGC. The protein sequence of the target gene is MEQLLGIKLGCLFALLALTLGCGLTPICFKWFQIDAARGHHRLVLRLLGCISAGVFLGAGFMHMTAEALEEIESQIQKFMVQNRSASERNSSGDADSAHMEYPYGELIISLGFFFVFFLESLALQCCPGAAGGSTVQDEEWGGAHIFELHSHGHLPSPSKGPLRALVLLLSLSFHSVFEGLAVGLQPTVAATVQLCLAVLAHKGLVVFGVGMRLVHLGTSSRWAVFSILLLALMSPLGLAVGLAVTGGDSEGGRGLAQAVLEGVAAGTFLYVTFLEILPRELASPEAPLAKWSCVAAGFA.... Result: 0 (no interaction).